This data is from Catalyst prediction with 721,799 reactions and 888 catalyst types from USPTO. The task is: Predict which catalyst facilitates the given reaction. (1) Reactant: Cl[C:2]1[N:6]([CH3:7])[N:5]=[C:4]([CH3:8])[C:3]=1[C:9]#[N:10].[CH3:11][O-:12].[Na+]. Product: [CH3:11][O:12][C:2]1[N:6]([CH3:7])[N:5]=[C:4]([CH3:8])[C:3]=1[C:9]#[N:10]. The catalyst class is: 24. (2) Reactant: CCN=C=NCCCN(C)C.ON1C2C=CC=CC=2N=N1.[NH2:22][C:23]1[N:31]=[CH:30][CH:29]=[CH:28][C:24]=1[C:25]([OH:27])=O.Cl.[CH2:33]([O:40][C:41]1[CH:48]=[CH:47][C:44]([CH2:45][NH2:46])=[CH:43][CH:42]=1)[C:34]1[CH:39]=[CH:38][CH:37]=[CH:36][CH:35]=1. Product: [CH2:33]([O:40][C:41]1[CH:42]=[CH:43][C:44]([CH2:45][NH:46][C:25](=[O:27])[C:24]2[CH:28]=[CH:29][CH:30]=[N:31][C:23]=2[NH2:22])=[CH:47][CH:48]=1)[C:34]1[CH:35]=[CH:36][CH:37]=[CH:38][CH:39]=1. The catalyst class is: 17. (3) The catalyst class is: 30. Product: [CH3:1][CH:2]([CH3:32])[CH2:3][CH:4]([C:16]1[CH:17]=[CH:18][C:19]([C:22]2[CH:23]=[CH:24][C:25]([C:28]([F:30])([F:31])[F:29])=[CH:26][CH:27]=2)=[CH:20][CH:21]=1)[O:5][C:6]1[CH:15]=[CH:14][C:9]([C:10]([NH:58][CH2:59][CH2:60][C:61]([O:63][CH3:64])=[O:62])=[O:11])=[CH:8][N:7]=1. Reactant: [CH3:1][CH:2]([CH3:32])[CH2:3][CH:4]([C:16]1[CH:21]=[CH:20][C:19]([C:22]2[CH:27]=[CH:26][C:25]([C:28]([F:31])([F:30])[F:29])=[CH:24][CH:23]=2)=[CH:18][CH:17]=1)[O:5][C:6]1[CH:15]=[CH:14][C:9]([C:10](OC)=[O:11])=[CH:8][N:7]=1.F[P-](F)(F)(F)(F)F.N1(OC(N(C)C)=[N+](C)C)C2N=CC=CC=2N=N1.Cl.[NH2:58][CH2:59][CH2:60][C:61]([O:63][CH3:64])=[O:62].C(N(C(C)C)CC)(C)C.[Na+].[Cl-]. (4) Reactant: [Br:1][C:2]1[CH:7]=[CH:6][C:5](I)=[CH:4][C:3]=1[F:9].[NH:10]1[C:18]2[CH:17]=[CH:16][CH:15]=[C:14](B(O)O)[C:13]=2[CH:12]=[CH:11]1.C([O-])(=O)C.[K+].C([O-])([O-])=O.[Cs+].[Cs+]. Product: [Br:1][C:2]1[CH:7]=[CH:6][C:5]([C:14]2[CH:15]=[CH:16][CH:17]=[C:18]3[C:13]=2[CH:12]=[CH:11][NH:10]3)=[CH:4][C:3]=1[F:9]. The catalyst class is: 418.